This data is from Full USPTO retrosynthesis dataset with 1.9M reactions from patents (1976-2016). The task is: Predict the reactants needed to synthesize the given product. (1) Given the product [OH:6][C:7]1[CH:15]=[CH:14][CH:13]=[C:12]2[C:8]=1[CH:9]=[C:10]([C:16]([O:18][CH3:19])=[O:17])[NH:11]2, predict the reactants needed to synthesize it. The reactants are: B(Br)(Br)Br.C[O:6][C:7]1[CH:15]=[CH:14][CH:13]=[C:12]2[C:8]=1[CH:9]=[C:10]([C:16]([O:18][CH3:19])=[O:17])[NH:11]2. (2) Given the product [ClH:66].[ClH:66].[O:1]1[C:10]2[CH:9]=[C:8]([CH2:11][NH:12][CH:20]3[CH2:21][CH2:22][N:23]([CH2:26][CH2:27][N:28]4[C:37]5[C:32](=[CH:33][CH:34]=[C:35]([O:38][CH3:39])[N:36]=5)[CH:31]=[CH:30][C:29]4=[O:40])[CH2:24][CH2:25]3)[N:7]=[CH:6][C:5]=2[O:4][CH2:3][CH2:2]1, predict the reactants needed to synthesize it. The reactants are: [O:1]1[C:10]2[CH:9]=[C:8]([CH2:11][N:12]([CH:20]3[CH2:25][CH2:24][N:23]([CH2:26][CH2:27][N:28]4[C:37]5[C:32](=[CH:33][CH:34]=[C:35]([O:38][CH3:39])[N:36]=5)[CH:31]=[CH:30][C:29]4=[O:40])[CH2:22][CH2:21]3)C(=O)OC(C)(C)C)[N:7]=[CH:6][C:5]=2[O:4][CH2:3][CH2:2]1.CC[NH+](CC)CC.CC[NH+](CC)CC.C([O-])([O-])=O.C(O)(C(F)(F)F)=O.[Cl:66]CCl. (3) Given the product [C:1]([N:4]1[CH2:9][CH2:8][N:7]([C:10](=[O:31])[C:11]2[CH:16]=[CH:15][CH:14]=[C:13]([S:17][C:18]3[S:22][C:21]([NH:23][C:24]4[CH:29]=[CH:28][CH:27]=[C:26]([N:32]5[CH2:37][CH2:36][CH2:35][CH2:34][CH2:33]5)[N:25]=4)=[N:20][CH:19]=3)[CH:12]=2)[CH2:6][CH2:5]1)(=[O:3])[CH3:2], predict the reactants needed to synthesize it. The reactants are: [C:1]([N:4]1[CH2:9][CH2:8][N:7]([C:10](=[O:31])[C:11]2[CH:16]=[CH:15][CH:14]=[C:13]([S:17][C:18]3[S:22][C:21]([NH:23][C:24]4[CH:29]=[CH:28][CH:27]=[C:26](Br)[N:25]=4)=[N:20][CH:19]=3)[CH:12]=2)[CH2:6][CH2:5]1)(=[O:3])[CH3:2].[NH:32]1[CH2:37][CH2:36][CH2:35][CH2:34][CH2:33]1.